This data is from NCI-60 drug combinations with 297,098 pairs across 59 cell lines. The task is: Regression. Given two drug SMILES strings and cell line genomic features, predict the synergy score measuring deviation from expected non-interaction effect. (1) Drug 1: CCN(CC)CCNC(=O)C1=C(NC(=C1C)C=C2C3=C(C=CC(=C3)F)NC2=O)C. Drug 2: C1CN(P(=O)(OC1)NCCCl)CCCl. Cell line: SK-MEL-28. Synergy scores: CSS=-0.904, Synergy_ZIP=-5.22, Synergy_Bliss=-13.4, Synergy_Loewe=-9.84, Synergy_HSA=-10.3. (2) Drug 1: CS(=O)(=O)OCCCCOS(=O)(=O)C. Drug 2: N.N.Cl[Pt+2]Cl. Cell line: NCI-H322M. Synergy scores: CSS=-3.91, Synergy_ZIP=1.68, Synergy_Bliss=-0.180, Synergy_Loewe=-4.85, Synergy_HSA=-4.01. (3) Drug 1: CC12CCC3C(C1CCC2O)C(CC4=C3C=CC(=C4)O)CCCCCCCCCS(=O)CCCC(C(F)(F)F)(F)F. Drug 2: CC1C(C(CC(O1)OC2CC(CC3=C2C(=C4C(=C3O)C(=O)C5=C(C4=O)C(=CC=C5)OC)O)(C(=O)CO)O)N)O.Cl. Cell line: MCF7. Synergy scores: CSS=56.7, Synergy_ZIP=3.52, Synergy_Bliss=-1.24, Synergy_Loewe=14.3, Synergy_HSA=9.41.